Dataset: M1 muscarinic receptor antagonist screen with 61,756 compounds. Task: Binary Classification. Given a drug SMILES string, predict its activity (active/inactive) in a high-throughput screening assay against a specified biological target. (1) The result is 0 (inactive). The compound is S(CCNCc1c2c(ccc1)cccc2)c1n(nnn1)C. (2) The molecule is O(c1c(Nc2[nH]c3c(n2)cccc3)cccc1)C. The result is 0 (inactive). (3) The molecule is FC(F)(F)c1cc(NC(=O)Nc2noc(c2)C)ccc1. The result is 0 (inactive). (4) The compound is s1c2n(nc(c2cc1C(=O)NCc1cc2OCOc2cc1)c1cc(OC)ccc1)C. The result is 0 (inactive). (5) The molecule is FC(F)(F)c1cc(NC(=O)C2NC(=O)CC2)ccc1. The result is 0 (inactive).